Dataset: Reaction yield outcomes from USPTO patents with 853,638 reactions. Task: Predict the reaction yield, written as a fraction of the theoretical maximum amount of product (1.0 means a 100% yield; for example, 0.34 means a 34% yield). (1) The reactants are [H-].[Na+].[Cl:3][C:4]1[CH:9]=[C:8]([Cl:10])[CH:7]=[CH:6][C:5]=1[N:11]1[C:17]2=[N:18][C:19]3[CH:24]=[CH:23][CH:22]=[C:21]([N:25]([CH2:28][CH3:29])[CH2:26][CH3:27])[C:20]=3[N:16]2[CH2:15][CH:14]([OH:30])[CH2:13][CH2:12]1.CI.[C:33](OCC)(=O)C. The catalyst is O1CCCC1. The product is [Cl:3][C:4]1[CH:9]=[C:8]([Cl:10])[CH:7]=[CH:6][C:5]=1[N:11]1[C:17]2=[N:18][C:19]3[C:20](=[C:21]([N:25]([CH2:28][CH3:29])[CH2:26][CH3:27])[CH:22]=[CH:23][CH:24]=3)[N:16]2[CH2:15][CH:14]([O:30][CH3:33])[CH2:13][CH2:12]1. The yield is 0.950. (2) The reactants are [F-:1].[K+].[F:3][C:4]1[CH:9]=[CH:8][CH:7]=[CH:6][C:5]=1[S:10](Cl)(=[O:12])=[O:11]. The catalyst is O1CCOCC1. The product is [F:3][C:4]1[CH:9]=[CH:8][CH:7]=[CH:6][C:5]=1[S:10]([F:1])(=[O:12])=[O:11]. The yield is 0.740. (3) The reactants are [I:1]Cl.[N:3]1[CH:8]=[CH:7][C:6]([C:9]2[C:14]([C:15]3[CH:27]=[CH:26][C:25]4[C:24]5[C:19](=[CH:20][C:21]([Si](C)(C)C)=[CH:22][CH:23]=5)[C:18]([CH2:40][CH2:41][CH2:42][CH2:43][CH2:44][CH2:45][CH2:46][CH3:47])([CH2:32][CH2:33][CH2:34][CH2:35][CH2:36][CH2:37][CH2:38][CH3:39])[C:17]=4[CH:16]=3)=[CH:13][CH:12]=[CH:11][CH:10]=2)=[CH:5][CH:4]=1. The catalyst is CO.ClCCl. The product is [N:3]1[CH:8]=[CH:7][C:6]([C:9]2[C:14]([C:15]3[CH:27]=[CH:26][C:25]4[C:24]5[C:19](=[CH:20][C:21]([I:1])=[CH:22][CH:23]=5)[C:18]([CH2:40][CH2:41][CH2:42][CH2:43][CH2:44][CH2:45][CH2:46][CH3:47])([CH2:32][CH2:33][CH2:34][CH2:35][CH2:36][CH2:37][CH2:38][CH3:39])[C:17]=4[CH:16]=3)=[CH:13][CH:12]=[CH:11][CH:10]=2)=[CH:5][CH:4]=1. The yield is 0.850.